Binary Classification. Given a miRNA mature sequence and a target amino acid sequence, predict their likelihood of interaction. From a dataset of Experimentally validated miRNA-target interactions with 360,000+ pairs, plus equal number of negative samples. (1) The miRNA is hsa-miR-556-3p with sequence AUAUUACCAUUAGCUCAUCUUU. The protein sequence of the target gene is MLREEAAQKRKGKEPGMALPQGRLTFRDVAIEFSLAEWKCLNPSQRALYREVMLENYRNLEAVDISSKCMMKEVLSTGQGNTEVIHTGTLQRHESHHIGDFCFQEIEKEIHDIEFQCQEDERNGLEAPMTKIKKLTGSTDQHDHRHAGNKPIKDQLGSSFYSHLPELHIFQIKGEIGNQLEKSTNDAPSVSTFQRISCRPQTQISNNYGNNPLNSSLLPQKQEVHMREKSFQCNKSGKAFNCSSLLRKHQIPHLGDKQYKCDVCGKLFNHEQYLACHDRCHTVEKPYKCKECGKTFSQES.... Result: 0 (no interaction). (2) The miRNA is hsa-miR-6516-5p with sequence UUUGCAGUAACAGGUGUGAGCA. The protein sequence of the target gene is MADGGGPKDAPSLRSSPGPAPRVPRAVGPSGGGGETPRTAALALRFDKPIKQAFYNTGAVLFVCLCCGAAVLVYFILEAFLRPLLWAVLCGTFLHPFKSSLTRLGRHWLQRLHRAHTPIVLAALLLPLCFVDYGVEALGEQALRRRRLLLLLGAGGPLLYGLYCLGSYLGVQVLLVHAATLICRGLDYFSSLWIWTLVVGYVLTVSFKWNASTERYLRAVSIPVWIILLFHLASLAGSWRIPVFLVIVFLMSVGTLYEKQNGKESSGAELPGQVISMAASTLANLAISITGYESSSEDQP.... Result: 1 (interaction). (3) The miRNA is hsa-miR-4653-5p with sequence UCUCUGAGCAAGGCUUAACACC. The protein sequence of the target gene is MGLLELCEQVFGTADLYQVLGVRREASDGEVRRGYHKVSLQVHPDRVEEDQKEDATRRFQILGRVYAVLSDKEQKAVYDEQGTVDEDSAGLNQDRDWDAYWRLLFKKISLEDIQAFEKTYKGSEEELNDIKQAYLDFKGDMDQIMESVLCVQYTDEPRIRNIIQKAIESKEIPAYSAFVKESKQKMNARKRRAQEEAKEAELSRKELGLEEGVDNLKALIQSRQKDRQKEMDSFLAQMEAKYCKPSKGGKRTALKKEKK. Result: 0 (no interaction). (4) The miRNA is hsa-miR-421 with sequence AUCAACAGACAUUAAUUGGGCGC. The protein sequence of the target gene is MLSLKKYLTEGLLQFTILLSLIGVRVDVDTYLTSQLPPLREIILGPSSAYTQTQFHNLRNTLDGYGIHPKSIDLDNYFTARRLLSQVRALDRFQVPTTEVNAWLVHRDPEGSVSGSQPNSGLALESSSGLQDVTGPDNGVRESETEQGFGEDLEDLGAVAPPVSGDLTKEDIDLIDILWRQDIDLGAGREVFDYSHRQKEQDVEKELRDGGEQDTWAGEGAEALARNLLVDGETGESFPAQVPSGEDQTALSLEECLRLLEATCPFGENAEFPADISSITEAVPSESEPPALQNNLLSPL.... Result: 1 (interaction). (5) The miRNA is ssc-miR-143-3p with sequence UGAGAUGAAGCACUGUAGCUC. Result: 0 (no interaction). The protein sequence of the target gene is MAGKKVCIVGSGNWGSAIAKIVGSNASQLAHFDPRVTMWVFEEDIGGRKLTEIINTQHENVKYLPGHKLPPNVVAVPDVVQAATGADILVFVVPHQFIGKICDQLKGHLKANTIGISLIKGIDEGPNGLKLISEVIGESLGIPMSVLMGANIASEVAEEKFCETTIGCKDPAQGQLLKELMQTPNFRITVVQEVDTVEICGALKNIVAVGAGFCDGLGFGDNTKAAVIRLGLMEMIAFAKLFCSGSVSSATFLESCGVADLITTCYGGRNRKVAEAFARTGKSIEQLEKEMLNGQKLQGP.... (6) The miRNA is hsa-miR-6077 with sequence GGGAAGAGCUGUACGGCCUUC. Result: 0 (no interaction). The protein sequence of the target gene is MLLAPPSTPSRGRTPSAVERLEADKAKYVKTHQVIARRQEPALRGSPGPLTPHPCNELGPPASPRTPRPVRRGSGRRLPRPDSLIFYRQKRDCKASVNKENAKGQGLVRRLFLGAPRDAAPSSPASTERPAASGGWAAPQDAPEAAGKRALCPTCSLPLSEKERFFNYCGLERALVEVLGAERFSPQSWGADASPQAGTSPPPGSGDASDWTSSDRGVDSPGGAGGGGGSEAAGSARDRRPPVSVVERNARVIQWLYGCQRARGPPRESEV.